Dataset: NCI-60 drug combinations with 297,098 pairs across 59 cell lines. Task: Regression. Given two drug SMILES strings and cell line genomic features, predict the synergy score measuring deviation from expected non-interaction effect. (1) Drug 1: C1=CC(=C2C(=C1NCCNCCO)C(=O)C3=C(C=CC(=C3C2=O)O)O)NCCNCCO. Drug 2: C1=NC2=C(N=C(N=C2N1C3C(C(C(O3)CO)O)F)Cl)N. Cell line: IGROV1. Synergy scores: CSS=48.2, Synergy_ZIP=-3.60, Synergy_Bliss=-1.57, Synergy_Loewe=-0.261, Synergy_HSA=2.51. (2) Drug 1: C1=CC(=CC=C1CC(C(=O)O)N)N(CCCl)CCCl.Cl. Drug 2: CS(=O)(=O)OCCCCOS(=O)(=O)C. Cell line: UACC-257. Synergy scores: CSS=-5.13, Synergy_ZIP=3.10, Synergy_Bliss=-1.20, Synergy_Loewe=-11.3, Synergy_HSA=-7.13. (3) Drug 1: CC1=C(C(=CC=C1)Cl)NC(=O)C2=CN=C(S2)NC3=CC(=NC(=N3)C)N4CCN(CC4)CCO. Drug 2: CC(C)NC(=O)C1=CC=C(C=C1)CNNC.Cl. Cell line: HOP-92. Synergy scores: CSS=6.78, Synergy_ZIP=-3.10, Synergy_Bliss=2.36, Synergy_Loewe=-6.93, Synergy_HSA=1.74. (4) Drug 1: CS(=O)(=O)OCCCCOS(=O)(=O)C. Drug 2: C1C(C(OC1N2C=NC3=C2NC=NCC3O)CO)O. Cell line: K-562. Synergy scores: CSS=5.98, Synergy_ZIP=-1.01, Synergy_Bliss=0.334, Synergy_Loewe=-2.41, Synergy_HSA=-4.67.